This data is from Forward reaction prediction with 1.9M reactions from USPTO patents (1976-2016). The task is: Predict the product of the given reaction. (1) Given the reactants [NH:1]1[C:9]2[CH2:8][CH2:7][CH2:6][C:5](=[N:10]O)[C:4]=2[CH:3]=[CH:2]1.CC(C[AlH]CC(C)C)C.[F-].[Na+].O, predict the reaction product. The product is: [NH:1]1[C:9]2[CH2:8][CH2:7][CH2:6][CH2:5][NH:10][C:4]=2[CH:3]=[CH:2]1. (2) Given the reactants [Cl:1][C:2]1[C:7]([Cl:8])=[CH:6][CH:5]=[CH:4][C:3]=1[S:9]([N:12]([C:21]1[C:26]([O:27][CH3:28])=[N:25][C:24](Cl)=[CH:23][N:22]=1)[CH2:13][O:14][CH2:15][CH2:16][Si:17]([CH3:20])([CH3:19])[CH3:18])(=[O:11])=[O:10].Cl.[CH3:31][O:32][C:33](=[O:38])[C@@H:34]([CH2:36][SH:37])[NH2:35].C(=O)([O-])[O-].[Cs+].[Cs+], predict the reaction product. The product is: [Cl:1][C:2]1[C:7]([Cl:8])=[CH:6][CH:5]=[CH:4][C:3]=1[S:9]([N:12]([CH2:13][O:14][CH2:15][CH2:16][Si:17]([CH3:18])([CH3:19])[CH3:20])[C:21]1[N:22]=[CH:23][C:24]([S:37][CH2:36][C@H:34]([C:33]([O:32][CH3:31])=[O:38])[NH2:35])=[N:25][C:26]=1[O:27][CH3:28])(=[O:11])=[O:10]. (3) Given the reactants [F:1][C:2]1[CH:14]=[C:13](F)[C:12]([F:16])=[CH:11][C:3]=1[C:4]([O:6][C:7]([CH3:10])([CH3:9])[CH3:8])=[O:5].[Cl:17][C:18]1[CH:19]=[C:20]([OH:32])[CH:21]=[N:22][C:23]=1[O:24][CH2:25][CH:26]1[CH2:29][C:28]([F:31])([F:30])[CH2:27]1.C(=O)([O-])[O-].[K+].[K+].CCOC(C)=O, predict the reaction product. The product is: [Cl:17][C:18]1[CH:19]=[C:20]([O:32][C:13]2[C:12]([F:16])=[CH:11][C:3]([C:4]([O:6][C:7]([CH3:10])([CH3:9])[CH3:8])=[O:5])=[C:2]([F:1])[CH:14]=2)[CH:21]=[N:22][C:23]=1[O:24][CH2:25][CH:26]1[CH2:27][C:28]([F:30])([F:31])[CH2:29]1. (4) Given the reactants [F:1][C:2]1[CH:3]=[C:4]([N+:9]([O-:11])=[O:10])[CH:5]=[CH:6][C:7]=1F.[CH2:12]([CH2:14][NH2:15])[OH:13], predict the reaction product. The product is: [F:1][C:2]1[CH:3]=[C:4]([N+:9]([O-:11])=[O:10])[CH:5]=[CH:6][C:7]=1[NH:15][CH2:14][CH2:12][OH:13]. (5) Given the reactants [O:1]=[C:2]1[C@@H:8]2[C@@H:4]([CH2:5][CH2:6][NH:7]2)[N:3]1[S:9]([OH:12])(=[O:11])=[O:10].CC#N.C([O-])(O)=O.[Na+].[NH2:21][CH2:22][CH2:23][NH:24][C:25]([NH:27][C:28]1[CH:33]=[CH:32][C:31]([NH:34][C:35](ON2C(=O)CCC2=O)=[O:36])=[CH:30][CH:29]=1)=[O:26], predict the reaction product. The product is: [NH2:21][CH2:22][CH2:23][NH:24][C:25]([NH:27][C:28]1[CH:33]=[CH:32][C:31]([NH:34][C:35]([N:7]2[CH2:6][CH2:5][C@@H:4]3[C@H:8]2[C:2](=[O:1])[N:3]3[S:9]([OH:12])(=[O:11])=[O:10])=[O:36])=[CH:30][CH:29]=1)=[O:26]. (6) Given the reactants Cl[C:2]1[N:10]=[C:9]2[C:5]([N:6]=[CH:7][N:8]2[CH3:11])=[C:4]([O:12][C:13]2[C:18]([CH3:19])=[CH:17][C:16]([C:20]3[CH:25]=[CH:24][C:23]([C:26]([O:28][CH3:29])=[O:27])=[CH:22][CH:21]=3)=[CH:15][C:14]=2[CH3:30])[N:3]=1.[NH2:31][C:32]1[CH:39]=[CH:38][C:35]([C:36]#[N:37])=[CH:34][CH:33]=1.C1C=CC(P(C2C(C3C(P(C4C=CC=CC=4)C4C=CC=CC=4)=CC=C4C=3C=CC=C4)=C3C(C=CC=C3)=CC=2)C2C=CC=CC=2)=CC=1.C([O-])([O-])=O.[Cs+].[Cs+], predict the reaction product. The product is: [C:36]([C:35]1[CH:38]=[CH:39][C:32]([NH:31][C:2]2[N:10]=[C:9]3[C:5]([N:6]=[CH:7][N:8]3[CH3:11])=[C:4]([O:12][C:13]3[C:18]([CH3:19])=[CH:17][C:16]([C:20]4[CH:21]=[CH:22][C:23]([C:26]([O:28][CH3:29])=[O:27])=[CH:24][CH:25]=4)=[CH:15][C:14]=3[CH3:30])[N:3]=2)=[CH:33][CH:34]=1)#[N:37].